This data is from Reaction yield outcomes from USPTO patents with 853,638 reactions. The task is: Predict the reaction yield, written as a fraction of the theoretical maximum amount of product (1.0 means a 100% yield; for example, 0.34 means a 34% yield). (1) The reactants are [N:1]1[C:9]2[C:4](=[N:5][CH:6]=[CH:7][CH:8]=2)[NH:3][CH:2]=1.O1C=NN=C1C1C=CC=CC=1O[CH2:18][C:19]1[CH:33]=[CH:32][C:22]([C:23]([NH:25][C:26]2[CH:31]=[CH:30][CH:29]=[CH:28][N:27]=2)=[O:24])=[CH:21][CH:20]=1. No catalyst specified. The product is [N:1]1[C:9]2[C:4](=[N:5][CH:6]=[CH:7][CH:8]=2)[N:3]([CH2:18][C:19]2[CH:20]=[CH:21][C:22]([C:23]([NH:25][C:26]3[CH:31]=[CH:30][CH:29]=[CH:28][N:27]=3)=[O:24])=[CH:32][CH:33]=2)[CH:2]=1. The yield is 0.210. (2) The reactants are C(OP([CH2:9][C:10]([O:12][CH2:13][CH3:14])=[O:11])(OCC)=O)C.[H-].[Na+].[CH2:17]([N:24]1[C:28]([CH:29]=O)=[CH:27][C:26]([O:31][CH2:32][CH2:33][CH3:34])=[N:25]1)[C:18]1[CH:23]=[CH:22][CH:21]=[CH:20][CH:19]=1.[Cl-].[NH4+]. The catalyst is O1CCCC1. The product is [CH2:17]([N:24]1[C:28](/[CH:29]=[CH:9]/[C:10]([O:12][CH2:13][CH3:14])=[O:11])=[CH:27][C:26]([O:31][CH2:32][CH2:33][CH3:34])=[N:25]1)[C:18]1[CH:19]=[CH:20][CH:21]=[CH:22][CH:23]=1. The yield is 0.940.